Dataset: Forward reaction prediction with 1.9M reactions from USPTO patents (1976-2016). Task: Predict the product of the given reaction. Given the reactants N1([C:6]2[CH:11]=[CH:10][C:9]([CH2:12][C:13]([N:15]3[CH2:20][CH2:19][N:18]([CH2:21][CH:22]4[C:31]5[C:26](=[C:27]([C:32]#[N:33])[CH:28]=[CH:29][CH:30]=5)[O:25][CH2:24][CH2:23]4)[CH2:17][CH2:16]3)=[O:14])=[CH:8][CH:7]=2)C=NN=N1.C(C1C2C(=C(C#N)C=CC=2)OCC1)=O.O=C(N1CCNCC1)CC1C=CC2[C:55](=[O:58])[O:56][CH2:57]C=2C=1, predict the reaction product. The product is: [O:58]=[C:55]1[C:6]2[CH:11]=[CH:10][C:9]([CH2:12][C:13]([N:15]3[CH2:20][CH2:19][N:18]([CH2:21][CH:22]4[C:31]5[C:26](=[C:27]([C:32]#[N:33])[CH:28]=[CH:29][CH:30]=5)[O:25][CH2:24][CH2:23]4)[CH2:17][CH2:16]3)=[O:14])=[CH:8][C:7]=2[CH2:57][O:56]1.